This data is from Reaction yield outcomes from USPTO patents with 853,638 reactions. The task is: Predict the reaction yield, written as a fraction of the theoretical maximum amount of product (1.0 means a 100% yield; for example, 0.34 means a 34% yield). The catalyst is C(O)C. The reactants are [Br:1][C:2]1[CH:7]=[CH:6][CH:5]=[C:4](F)[N:3]=1.[N:9]1([C:16]([O:18][C:19]([CH3:22])([CH3:21])[CH3:20])=[O:17])[CH2:15][CH2:14][CH2:13][NH:12][CH2:11][CH2:10]1.CCN(C(C)C)C(C)C. The yield is 0.500. The product is [Br:1][C:2]1[N:3]=[C:4]([N:12]2[CH2:13][CH2:14][CH2:15][N:9]([C:16]([O:18][C:19]([CH3:22])([CH3:21])[CH3:20])=[O:17])[CH2:10][CH2:11]2)[CH:5]=[CH:6][CH:7]=1.